This data is from Full USPTO retrosynthesis dataset with 1.9M reactions from patents (1976-2016). The task is: Predict the reactants needed to synthesize the given product. The reactants are: [Cl:1][C:2]1[CH:7]=[C:6]([OH:8])[CH:5]=[CH:4][C:3]=1[CH:9]([CH3:27])[C:10]([C:16]1[CH:17]=[CH:18][C:19]2[O:23][C:22](=[O:24])[N:21]([CH3:25])[C:20]=2[CH:26]=1)([OH:15])[C:11]([F:14])([F:13])[F:12].[CH3:28][O:29][C:30](=[O:39])[C:31]1[CH:36]=[C:35]([Cl:37])[C:34](Cl)=[N:33][CH:32]=1. Given the product [CH3:28][O:29][C:30](=[O:39])[C:31]1[CH:36]=[C:35]([Cl:37])[C:34]([O:8][C:6]2[CH:5]=[CH:4][C:3]([CH:9]([CH3:27])[C:10]([OH:15])([C:16]3[CH:17]=[CH:18][C:19]4[O:23][C:22](=[O:24])[N:21]([CH3:25])[C:20]=4[CH:26]=3)[C:11]([F:12])([F:13])[F:14])=[C:2]([Cl:1])[CH:7]=2)=[N:33][CH:32]=1, predict the reactants needed to synthesize it.